This data is from Forward reaction prediction with 1.9M reactions from USPTO patents (1976-2016). The task is: Predict the product of the given reaction. (1) Given the reactants [Cl:1]C1C=C(C=C(Cl)C=1)CN1CCN(C(OC(C)(C)C)=O)CC1.[CH:23]1([C:26]2[C:27]([CH2:40][N:41]3[CH2:46][CH2:45][N:44]([CH:47]([C:49]4[CH:54]=[C:53]([Cl:55])[CH:52]=[C:51]([Cl:56])[CH:50]=4)[CH3:48])[CH2:43][CH2:42]3)=[CH:28][C:29]([F:39])=[C:30]([CH:38]=2)[C:31]([O:33]C(C)(C)C)=[O:32])[CH2:25][CH2:24]1, predict the reaction product. The product is: [ClH:1].[ClH:55].[CH:23]1([C:26]2[C:27]([CH2:40][N:41]3[CH2:46][CH2:45][N:44]([CH:47]([C:49]4[CH:54]=[C:53]([Cl:55])[CH:52]=[C:51]([Cl:56])[CH:50]=4)[CH3:48])[CH2:43][CH2:42]3)=[CH:28][C:29]([F:39])=[C:30]([CH:38]=2)[C:31]([OH:33])=[O:32])[CH2:25][CH2:24]1. (2) Given the reactants [H-].[Na+].[CH3:3][C@@H:4]([OH:7])[CH2:5][OH:6].F[C:9]1[N:14]=[CH:13][C:12]([C:15]2[C:16]([CH3:34])=[N:17][CH:18]=[C:19]([NH:21][C:22](=[O:33])[C:23]3[CH:28]=[CH:27][CH:26]=[C:25]([C:29]([F:32])([F:31])[F:30])[CH:24]=3)[CH:20]=2)=[CH:11][C:10]=1[N:35]1[CH2:40][CH2:39][O:38][CH2:37][CH2:36]1, predict the reaction product. The product is: [OH:7][C@H:4]([CH3:3])[CH2:5][O:6][C:9]1[N:14]=[CH:13][C:12]([C:15]2[C:16]([CH3:34])=[N:17][CH:18]=[C:19]([NH:21][C:22](=[O:33])[C:23]3[CH:28]=[CH:27][CH:26]=[C:25]([C:29]([F:30])([F:32])[F:31])[CH:24]=3)[CH:20]=2)=[CH:11][C:10]=1[N:35]1[CH2:40][CH2:39][O:38][CH2:37][CH2:36]1. (3) Given the reactants Cl.[Cl:2][C:3]1[CH:8]=[CH:7][C:6]([CH2:9][NH2:10])=[CH:5][C:4]=1[N+:11]([O-:13])=[O:12].[CH:14]1([C:17](Cl)=[O:18])[CH2:16][CH2:15]1.CCN(C(C)C)C(C)C, predict the reaction product. The product is: [Cl:2][C:3]1[CH:8]=[CH:7][C:6]([CH2:9][NH:10][C:17]([CH:14]2[CH2:16][CH2:15]2)=[O:18])=[CH:5][C:4]=1[N+:11]([O-:13])=[O:12]. (4) Given the reactants [CH3:1][O:2][C:3](=[O:20])[C:4]1[CH:9]=[CH:8][CH:7]=[C:6]([CH:10]=[CH:11][C:12]2[CH:17]=[CH:16][C:15]([OH:18])=[CH:14][C:13]=2[CH3:19])[CH:5]=1.[Cl:21][C:22]1[CH:27]=[CH:26][CH:25]=[C:24]([Cl:28])[C:23]=1[N:29]1[C:33]([CH2:34]O)=[C:32]([CH:36]([CH3:38])[CH3:37])[N:31]=[N:30]1.C1(P(C2C=CC=CC=2)C2C=CC=CC=2)C=CC=CC=1.N(C(OCC)=O)=NC(OCC)=O, predict the reaction product. The product is: [CH3:1][O:2][C:3](=[O:20])[C:4]1[CH:9]=[CH:8][CH:7]=[C:6]([CH:10]=[CH:11][C:12]2[CH:17]=[CH:16][C:15]([O:18][CH2:34][C:33]3[N:29]([C:23]4[C:22]([Cl:21])=[CH:27][CH:26]=[CH:25][C:24]=4[Cl:28])[N:30]=[N:31][C:32]=3[CH:36]([CH3:38])[CH3:37])=[CH:14][C:13]=2[CH3:19])[CH:5]=1. (5) Given the reactants [Cl:1][C:2]1[C:3]([S:43](=[O:46])(=[O:45])[NH2:44])=[N:4][CH:5]=[C:6]([C:34]=1[NH:35][C:36]1[CH:37]=[C:38]([CH3:42])[CH:39]=[CH:40][CH:41]=1)[C:7]([N:9]1[CH2:33][CH2:32][C:12]2([CH2:21][C:20]3[C:15](=[CH:16][CH:17]=[CH:18][CH:19]=3)[N:14](C(OCC3C=CC=CC=3)=O)[CH2:13]2)[CH2:11][CH2:10]1)=[O:8], predict the reaction product. The product is: [Cl:1][C:2]1[C:3]([S:43]([NH2:44])(=[O:45])=[O:46])=[N:4][CH:5]=[C:6]([C:7]([N:9]2[CH2:10][CH2:11][C:12]3([CH2:21][C:20]4[C:15](=[CH:16][CH:17]=[CH:18][CH:19]=4)[NH:14][CH2:13]3)[CH2:32][CH2:33]2)=[O:8])[C:34]=1[NH:35][C:36]1[CH:37]=[C:38]([CH3:42])[CH:39]=[CH:40][CH:41]=1. (6) Given the reactants [C:1]([O:5][C:6]([N:8]1[CH2:13][CH2:12][N:11]([C:14]2[CH:19]=[CH:18][C:17]([CH2:20][C:21]([OH:23])=[O:22])=[CH:16][C:15]=2[F:24])[CH2:10][CH2:9]1)=[O:7])([CH3:4])([CH3:3])[CH3:2].[CH3:25][Si](C=[N+]=[N-])(C)C, predict the reaction product. The product is: [C:1]([O:5][C:6]([N:8]1[CH2:13][CH2:12][N:11]([C:14]2[CH:19]=[CH:18][C:17]([CH2:20][C:21]([O:23][CH3:25])=[O:22])=[CH:16][C:15]=2[F:24])[CH2:10][CH2:9]1)=[O:7])([CH3:4])([CH3:2])[CH3:3]. (7) Given the reactants [F:1][C:2]1[CH:28]=[CH:27][C:5]([C:6]([NH:8][C@H:9]([C:15]([N:17]2[CH2:22][CH2:21][N:20]([S:23]([CH3:26])(=[O:25])=[O:24])[CH2:19][CH2:18]2)=[O:16])[CH2:10][CH2:11][C:12](O)=[O:13])=[O:7])=[CH:4][CH:3]=1, predict the reaction product. The product is: [F:1][C:2]1[CH:3]=[CH:4][C:5]([C:6]([NH:8][C@@H:9]([CH2:10][CH2:11][CH2:12][OH:13])[C:15]([N:17]2[CH2:22][CH2:21][N:20]([S:23]([CH3:26])(=[O:25])=[O:24])[CH2:19][CH2:18]2)=[O:16])=[O:7])=[CH:27][CH:28]=1. (8) Given the reactants [C:1]([OH:8])(=[O:7])/[CH:2]=[CH:3]/[C:4]([OH:6])=[O:5].[F:9][C:10]1[C:11]([CH2:32][NH:33][CH3:34])=[CH:12][N:13]([S:22]([C:25]2[CH:30]=[C:29]([CH3:31])[CH:28]=[CH:27][N:26]=2)(=[O:24])=[O:23])[C:14]=1[C:15]1[C:16]([F:21])=[N:17][CH:18]=[CH:19][CH:20]=1, predict the reaction product. The product is: [C:1]([OH:8])(=[O:7])/[CH:2]=[CH:3]/[C:4]([OH:6])=[O:5].[F:9][C:10]1[C:11]([CH2:32][NH:33][CH3:34])=[CH:12][N:13]([S:22]([C:25]2[CH:30]=[C:29]([CH3:31])[CH:28]=[CH:27][N:26]=2)(=[O:24])=[O:23])[C:14]=1[C:15]1[C:16]([F:21])=[N:17][CH:18]=[CH:19][CH:20]=1.